Dataset: Catalyst prediction with 721,799 reactions and 888 catalyst types from USPTO. Task: Predict which catalyst facilitates the given reaction. (1) Reactant: [Si:1]([O:8][CH2:9][C:10]1[N:11]([CH3:33])[C:12]2[C:17]([CH:18]=1)=[CH:16][C:15]1[C:19](=O)[CH2:20][CH2:21][CH2:22][CH2:23][N:24]([C:25]([O:27][C:28]([CH3:31])([CH3:30])[CH3:29])=[O:26])[C:14]=1[CH:13]=2)([C:4]([CH3:7])([CH3:6])[CH3:5])([CH3:3])[CH3:2].[CH3:34][O:35][C:36]1[CH:43]=[C:42]([O:44][CH3:45])[CH:41]=[CH:40][C:37]=1[CH2:38][NH2:39].CCN(CC)CC. Product: [Si:1]([O:8][CH2:9][C:10]1[N:11]([CH3:33])[C:12]2[C:17]([CH:18]=1)=[CH:16][C:15]1[C:19](=[N:39][CH2:38][C:37]3[CH:40]=[CH:41][C:42]([O:44][CH3:45])=[CH:43][C:36]=3[O:35][CH3:34])[CH2:20][CH2:21][CH2:22][CH2:23][N:24]([C:25]([O:27][C:28]([CH3:31])([CH3:30])[CH3:29])=[O:26])[C:14]=1[CH:13]=2)([C:4]([CH3:7])([CH3:5])[CH3:6])([CH3:3])[CH3:2]. The catalyst class is: 388. (2) Reactant: [CH2:1]([O:3][C:4]([C:6]1[N:7]([C:16]2[CH:21]=[CH:20][C:19]([CH:22]=[N:23]O)=[CH:18][CH:17]=2)[C:8]2[C:13]([C:14]=1[Cl:15])=[CH:12][CH:11]=[CH:10][CH:9]=2)=[O:5])[CH3:2].C(O)C.Cl. Product: [CH2:1]([O:3][C:4]([C:6]1[N:7]([C:16]2[CH:17]=[CH:18][C:19]([CH2:22][NH2:23])=[CH:20][CH:21]=2)[C:8]2[C:13]([C:14]=1[Cl:15])=[CH:12][CH:11]=[CH:10][CH:9]=2)=[O:5])[CH3:2]. The catalyst class is: 78.